From a dataset of Full USPTO retrosynthesis dataset with 1.9M reactions from patents (1976-2016). Predict the reactants needed to synthesize the given product. (1) The reactants are: [NH2:1][C:2]1[CH:10]=[CH:9][C:5]([CH2:6][CH2:7][OH:8])=[CH:4][CH:3]=1.[C:11]1(=O)[O:16][C:14](=[O:15])[C:13]2=[CH:17][CH:18]=[CH:19][CH:20]=[C:12]12.C(O)(=O)C. Given the product [OH:8][CH2:7][CH2:6][C:5]1[CH:9]=[CH:10][C:2]([N:1]2[C:14](=[O:15])[C:13]3[C:12](=[CH:20][CH:19]=[CH:18][CH:17]=3)[C:11]2=[O:16])=[CH:3][CH:4]=1, predict the reactants needed to synthesize it. (2) Given the product [CH:52]1([S:49]([NH:48][C:46]([C@@:12]23[CH2:45][C@H:11]2[CH:10]=[CH:9][CH2:8][CH2:7][CH2:6][CH2:5][CH2:4][C@H:3]([NH:2][C:71]([N:70]([CH3:73])[CH3:69])=[O:72])[C:17](=[O:18])[N:16]2[CH2:19][C@H:20]([O:22][C:23]4[C:32]5[C:27](=[C:28]([CH3:35])[C:29]([O:33][CH3:34])=[CH:30][CH:31]=5)[N:26]=[C:25]([C:36]5[S:37][CH:38]=[C:39]([CH:41]6[CH2:42][CH2:43]6)[N:40]=5)[CH:24]=4)[CH2:21][C@H:15]2[C:14](=[O:44])[NH:13]3)=[O:47])(=[O:50])=[O:51])[CH2:54][CH2:53]1, predict the reactants needed to synthesize it. The reactants are: Cl.[NH2:2][C@@H:3]1[C:17](=[O:18])[N:16]2[CH2:19][C@H:20]([O:22][C:23]3[C:32]4[C:27](=[C:28]([CH3:35])[C:29]([O:33][CH3:34])=[CH:30][CH:31]=4)[N:26]=[C:25]([C:36]4[S:37][CH:38]=[C:39]([CH:41]5[CH2:43][CH2:42]5)[N:40]=4)[CH:24]=3)[CH2:21][C@H:15]2[C:14](=[O:44])[NH:13][C@:12]2([C:46]([NH:48][S:49]([CH:52]3[CH2:54][CH2:53]3)(=[O:51])=[O:50])=[O:47])[CH2:45][C@H:11]2[CH:10]=[CH:9][CH2:8][CH2:7][CH2:6][CH2:5][CH2:4]1.Cl.N[C@@H]1[C:71](=[O:72])[N:70]2[CH2:73][C@H](OC3C4C(=C(Cl)C(OC)=CC=4)N=C(C4SC=C(C5CC5)N=4)C=3)C[C@H:69]2C(=O)N[C@]2(C(NS(C3CC3)(=O)=O)=O)C[C@H]2C=CCCCCC1.C(N(C(C)C)CC)(C)C.CN(C)C(Cl)=O. (3) Given the product [Br:5][C:6]1[CH:15]=[N:14][C:13]2[NH:12][C:11](=[NH:25])[C:10]([CH3:18])([CH3:17])[O:9][C:8]=2[CH:7]=1, predict the reactants needed to synthesize it. The reactants are: ClC(Cl)C.[Br:5][C:6]1[CH:15]=[N:14][C:13]2[NH:12][C:11](=O)[C:10]([CH3:18])([CH3:17])[O:9][C:8]=2[CH:7]=1.P(Cl)(Cl)(Cl)(Cl)Cl.[NH3:25]. (4) Given the product [F:9][C:8]1[C:2]([F:1])=[C:3]2[C:5]([CH:19]=[CH:14][CH:15]=[N:4]2)=[CH:6][CH:7]=1, predict the reactants needed to synthesize it. The reactants are: [F:1][C:2]1[C:8]([F:9])=[CH:7][CH:6]=[CH:5][C:3]=1[NH2:4].[Na+].[N+]([C:14]1[CH:15]=C(S([O-])(=O)=O)C=C[CH:19]=1)([O-])=O.OS(O)(=O)=O.[OH-].[Na+].